This data is from Forward reaction prediction with 1.9M reactions from USPTO patents (1976-2016). The task is: Predict the product of the given reaction. (1) Given the reactants FC(F)(F)S(O[C:7]1[CH:8]=[C:9]2[C@@:20]3([CH2:24][O:23][C:22]([NH2:25])=[N:21]3)[C:19]3[C:14](=[N:15][CH:16]=[C:17]([C:26]#[C:27][C:28]([OH:31])([CH3:30])[CH3:29])[CH:18]=3)[O:13][C:10]2=[CH:11][CH:12]=1)(=O)=O.[C:34]1(B(O)O)[CH:39]=[CH:38][CH:37]=[CH:36][CH:35]=1.C(=O)([O-])[O-].[K+].[K+], predict the reaction product. The product is: [NH2:25][C:22]1[O:23][CH2:24][C@:20]2([C:19]3[C:14](=[N:15][CH:16]=[C:17]([C:26]#[C:27][C:28]([CH3:30])([OH:31])[CH3:29])[CH:18]=3)[O:13][C:10]3[C:9]2=[CH:8][C:7]([C:34]2[CH:39]=[CH:38][CH:37]=[CH:36][CH:35]=2)=[CH:12][CH:11]=3)[N:21]=1. (2) Given the reactants [Cl:1][C:2]1[CH:7]=[C:6]([N+:8]([O-])=O)[CH:5]=[C:4]([F:11])[C:3]=1[OH:12].NC1C=CC(O)=CC=1F, predict the reaction product. The product is: [NH2:8][C:6]1[CH:5]=[C:4]([F:11])[C:3]([OH:12])=[C:2]([Cl:1])[CH:7]=1. (3) Given the reactants [Cl:1][C:2]1[C:7]([F:8])=[CH:6][C:5]([NH:9][C:10](=[O:26])[C:11]2[C:16]([O:17][C:18]3[CH:23]=[C:22]([Cl:24])[CH:21]=[CH:20][C:19]=3[Cl:25])=[CH:15][CH:14]=[N:13][CH:12]=2)=[C:4]([N:27]([CH:29]2[CH2:31][CH2:30]2)[CH3:28])[CH:3]=1.[CH3:32]CCCCCC.C(OCC)(=O)C, predict the reaction product. The product is: [Cl:1][C:2]1[C:7]([F:8])=[CH:6][C:5]([N:9]([CH3:32])[C:10](=[O:26])[C:11]2[C:16]([O:17][C:18]3[CH:23]=[C:22]([Cl:24])[CH:21]=[CH:20][C:19]=3[Cl:25])=[CH:15][CH:14]=[N:13][CH:12]=2)=[C:4]([N:27]([CH:29]2[CH2:31][CH2:30]2)[CH3:28])[CH:3]=1. (4) Given the reactants C(OC(=O)[NH:7][CH2:8][CH2:9][N:10]1[C:14]2[CH:15]=[CH:16][CH:17]=[CH:18][C:13]=2[N:12]([CH3:19])[C:11]1=[O:20])(C)(C)C.C(O)(C(F)(F)F)=O, predict the reaction product. The product is: [NH2:7][CH2:8][CH2:9][N:10]1[C:14]2[CH:15]=[CH:16][CH:17]=[CH:18][C:13]=2[N:12]([CH3:19])[C:11]1=[O:20]. (5) Given the reactants [N:1]12[CH2:8][CH2:7][C:4]([C:9]([C:17]3[CH:22]=[CH:21][CH:20]=[CH:19][CH:18]=3)([C:11]3[CH:16]=[CH:15][CH:14]=[CH:13][CH:12]=3)[OH:10])([CH2:5][CH2:6]1)[CH2:3][CH2:2]2.[Br:23][C:24]1[CH:29]=[CH:28][C:27]([CH2:30][O:31][CH2:32][CH2:33]Br)=[CH:26][CH:25]=1, predict the reaction product. The product is: [Br-:23].[Br:23][C:24]1[CH:25]=[CH:26][C:27]([CH2:30][O:31][CH2:32][CH2:33][N+:1]23[CH2:6][CH2:5][C:4]([C:9]([OH:10])([C:17]4[CH:22]=[CH:21][CH:20]=[CH:19][CH:18]=4)[C:11]4[CH:12]=[CH:13][CH:14]=[CH:15][CH:16]=4)([CH2:3][CH2:2]2)[CH2:7][CH2:8]3)=[CH:28][CH:29]=1. (6) Given the reactants [CH2:1]([C:3]([C:21]1[CH:26]=[CH:25][C:24]([OH:27])=[C:23]([CH3:28])[CH:22]=1)([C:6]1[CH:11]=[CH:10][C:9]([CH2:12][CH2:13][C:14]([CH2:18][CH3:19])([OH:17])[CH2:15][CH3:16])=[C:8]([CH3:20])[CH:7]=1)[CH2:4][CH3:5])[CH3:2].C(C(C1C=C[C:52]([OH:55])=[C:51]([CH3:56])[CH:50]=1)(C1C=CC(C#CC(CC)(O)CC)=C(C)C=1)CC)C, predict the reaction product. The product is: [CH3:13][C:14]1([CH3:15])[O:55][CH2:52][CH:51]([CH2:56][O:27][C:24]2[CH:25]=[CH:26][C:21]([C:3]([C:6]3[CH:11]=[CH:10][C:9]([CH2:12][CH2:13][C:14]([CH2:15][CH3:16])([OH:17])[CH2:18][CH3:19])=[C:8]([CH3:20])[CH:7]=3)([CH2:4][CH3:5])[CH2:1][CH3:2])=[CH:22][C:23]=2[CH3:28])[CH2:50][O:17]1.